From a dataset of Full USPTO retrosynthesis dataset with 1.9M reactions from patents (1976-2016). Predict the reactants needed to synthesize the given product. (1) Given the product [Br:1][C:2]1[CH:3]=[C:4]([NH:8][S:9]([CH:12]2[CH2:17][CH2:16][NH:15][CH2:14][CH2:13]2)(=[O:11])=[O:10])[CH:5]=[N:6][CH:7]=1, predict the reactants needed to synthesize it. The reactants are: [Br:1][C:2]1[CH:3]=[C:4]([NH:8][S:9]([CH:12]2[CH2:17][CH2:16][N:15](C(OCC3C=CC=CC=3)=O)[CH2:14][CH2:13]2)(=[O:11])=[O:10])[CH:5]=[N:6][CH:7]=1.Br. (2) Given the product [Br:9][C:6]1[O:5][C:4]([C:1](=[O:3])[CH:2]=[CH:17][C:15]2[O:16][C:12]([N:11]([CH3:19])[CH3:10])=[CH:13][CH:14]=2)=[CH:8][CH:7]=1, predict the reactants needed to synthesize it. The reactants are: [C:1]([C:4]1[O:5][C:6]([Br:9])=[CH:7][CH:8]=1)(=[O:3])[CH3:2].[CH3:10][N:11]([CH3:19])[C:12]1[O:16][C:15]([CH:17]=O)=[CH:14][CH:13]=1.[OH-].[K+].